Task: Predict the reactants needed to synthesize the given product.. Dataset: Full USPTO retrosynthesis dataset with 1.9M reactions from patents (1976-2016) (1) Given the product [CH3:8][O:7][C:1]1[CH:6]=[CH:5][C:4]([CH2:10][CH2:11][SH:12])=[CH:3][CH:2]=1, predict the reactants needed to synthesize it. The reactants are: [C:1]1([O:7][CH3:8])[CH:6]=[CH:5][CH:4]=[CH:3][CH:2]=1.N[C@H:10](C(O)=O)[CH2:11][SH:12]. (2) Given the product [F:19][C:12]1[CH:13]=[CH:14][C:15]([O:17][CH3:18])=[CH:16][C:11]=1[C:8]1[CH:9]=[CH:10][C:5]([CH2:3][OH:2])=[CH:6][C:7]=1[CH:20]([O:26][CH3:27])[C:21]([CH3:24])([CH3:25])[CH:22]=[CH2:23], predict the reactants needed to synthesize it. The reactants are: C[O:2][C:3]([C:5]1[CH:10]=[CH:9][C:8]([C:11]2[CH:16]=[C:15]([O:17][CH3:18])[CH:14]=[CH:13][C:12]=2[F:19])=[C:7]([CH:20]([O:26][CH3:27])[C:21]([CH3:25])([CH3:24])[CH:22]=[CH2:23])[CH:6]=1)=O.CC(C1C=C(CO)C=CC=1C1C=C(OC)C=CC=1F)(C)C. (3) Given the product [OH:8][C:9]1[CH:10]=[CH:11][C:12]([CH2:15][CH2:16][S:17]([CH:20]([CH2:25][CH2:26][N:27]2[C:32](=[O:33])[C:31]3[CH:34]=[CH:35][CH:36]=[CH:37][C:30]=3[N:29]=[N:28]2)[C:21]([O:23][CH3:24])=[O:22])(=[O:19])=[O:18])=[CH:13][CH:14]=1, predict the reactants needed to synthesize it. The reactants are: C([O:8][C:9]1[CH:14]=[CH:13][C:12]([CH2:15][CH2:16][S:17]([CH:20]([CH2:25][CH2:26][N:27]2[C:32](=[O:33])[C:31]3[CH:34]=[CH:35][CH:36]=[CH:37][C:30]=3[N:29]=[N:28]2)[C:21]([O:23][CH3:24])=[O:22])(=[O:19])=[O:18])=[CH:11][CH:10]=1)C1C=CC=CC=1.CSC.B(F)(F)F.CCOCC. (4) Given the product [OH:4][CH2:3][CH:2]([NH:1][C:20]([C:19]1[CH:23]=[CH:24][N:25]=[CH:26][C:18]=1[NH:17][C:15]([C:13]1[C:12]([NH:27][C:28]2[CH:29]=[N:30][CH:31]=[N:32][CH:33]=2)=[CH:11][CH:10]=[C:9]([CH:6]2[CH2:8][CH2:7]2)[N:14]=1)=[O:16])=[O:21])[CH3:5], predict the reactants needed to synthesize it. The reactants are: [NH2:1][CH:2]([CH3:5])[CH2:3][OH:4].[CH:6]1([C:9]2[N:14]=[C:13]([C:15]([NH:17][C:18]3[CH:26]=[N:25][CH:24]=[CH:23][C:19]=3[C:20](O)=[O:21])=[O:16])[C:12]([NH:27][C:28]3[CH:29]=[N:30][CH:31]=[N:32][CH:33]=3)=[CH:11][CH:10]=2)[CH2:8][CH2:7]1. (5) Given the product [CH3:21][S:20][C:14]1[CH:19]=[CH:18][CH:17]=[CH:16][C:15]=1[CH:9]1[C:10](=[O:11])[C:4]2[C:5](=[CH:6][CH:1]=[CH:2][CH:3]=2)[C:7]1=[O:8], predict the reactants needed to synthesize it. The reactants are: [CH:1]1[CH:6]=[C:5]2[C:7]([C:9](O)(O)[C:10](=[O:11])[C:4]2=[CH:3][CH:2]=1)=[O:8].[C:14]1([S:20][CH3:21])[CH:19]=[CH:18][CH:17]=[CH:16][CH:15]=1.C(=O)(O)[O-].[Na+]. (6) Given the product [Cl:19][C:20]1[C:26]([O:12][C:3]2[CH:4]=[CH:5][C:6]([C:8]([F:10])([F:11])[F:9])=[CH:7][C:2]=2[Cl:1])=[CH:25][C:23]([NH2:24])=[C:22]([N+:28]([O-:30])=[O:29])[CH:21]=1, predict the reactants needed to synthesize it. The reactants are: [Cl:1][C:2]1[CH:7]=[C:6]([C:8]([F:11])([F:10])[F:9])[CH:5]=[CH:4][C:3]=1[OH:12].C(=O)([O-])[O-].[K+].[K+].[Cl:19][C:20]1[C:26](Cl)=[CH:25][C:23]([NH2:24])=[C:22]([N+:28]([O-:30])=[O:29])[CH:21]=1. (7) Given the product [CH3:1][O:2][C:3]1[CH:4]=[C:5]([C:15]2[C:23]3[C:18](=[CH:19][C:20]([S:24]([NH:27][C:28]4[S:32][N:31]=[CH:30][N:29]=4)(=[O:25])=[O:26])=[CH:21][CH:22]=3)[N:17]([CH3:44])[CH:16]=2)[CH:6]=[C:7]([O:9][CH3:10])[CH:8]=1, predict the reactants needed to synthesize it. The reactants are: [CH3:1][O:2][C:3]1[CH:4]=[C:5](B(O)O)[CH:6]=[C:7]([O:9][CH3:10])[CH:8]=1.Br[C:15]1[C:23]2[C:18](=[CH:19][C:20]([S:24]([N:27](CC3C=CC(OC)=CC=3OC)[C:28]3[S:32][N:31]=[CH:30][N:29]=3)(=[O:26])=[O:25])=[CH:21][CH:22]=2)[N:17]([CH3:44])[CH:16]=1. (8) Given the product [F:30][C:14]1[CH:15]=[C:16]([CH:19]2[CH2:22][N:21]([C:23]([O:25][C:26]([CH3:29])([CH3:28])[CH3:27])=[O:24])[CH2:20]2)[CH:17]=[CH:18][C:13]=1[NH:12][C:2]1[N:7]=[CH:6][C:5]2[N:8]=[CH:9][N:10]([CH3:11])[C:4]=2[CH:3]=1, predict the reactants needed to synthesize it. The reactants are: Cl[C:2]1[N:7]=[CH:6][C:5]2[N:8]=[CH:9][N:10]([CH3:11])[C:4]=2[CH:3]=1.[NH2:12][C:13]1[CH:18]=[CH:17][C:16]([CH:19]2[CH2:22][N:21]([C:23]([O:25][C:26]([CH3:29])([CH3:28])[CH3:27])=[O:24])[CH2:20]2)=[CH:15][C:14]=1[F:30].C(=O)([O-])[O-].[Cs+].[Cs+].C1(P(C2C=CC=CC=2)C2C=CC3C(=CC=CC=3)C=2C2C3C(=CC=CC=3)C=CC=2P(C2C=CC=CC=2)C2C=CC=CC=2)C=CC=CC=1. (9) Given the product [CH3:148][C:149]1([CH3:151])[CH2:13][C:12](=[O:132])[CH2:11][CH2:10][C@@H:150]1[C:142]([O:143][CH3:49])=[O:145], predict the reactants needed to synthesize it. The reactants are: C1N=C(N)C2N=CN([C@@H:10]3O[C@H:13](COP(OP(O[CH2:10][C@H:11]4O[C@@H](N5C=[C:12]([C:13](N)=O)[CH2:11][CH:10]=C5)[C@H:13](O)[C@@H:12]4O)(O)=O)(O)=O)[C@@H:12](O)[C@H:11]3OP(O)(O)=O)C=2N=1.[CH:49]1C=[N+]([C@@H]2O[C@H](COP(OP(OC[C@H]3O[C@@H](N4C5N=CN=C(N)C=5N=C4)[C@H](OP(O)(O)=O)[C@@H]3O)(O)=O)(O)=O)[C@@H](O)[C@H]2O)C=C(C(N)=O)C=1.O=C[C@@H]([C@H]([C@@H]([C@@H](CO)O)O)O)O.CC1C=C(NC2N=C(C(F)(F)F)C=CN=2)C=C(C2SC=NC=2)C=1.[OH-:132].[Na+].Cl.[Cl-].[Na+].S(=O)(O)[O-].[Na+].[C:142](=[O:145])([O-])[O-:143].[K+].[K+].[CH3:148][C:149](OC)([CH3:151])[CH3:150]. (10) Given the product [CH3:14][O:13][C:10]1[CH:11]=[C:12]2[C:7]([CH2:6][CH:5]([C:4]([CH3:25])([CH3:24])[CH2:3][O:2][CH3:1])[N:21]=[CH:22]2)=[CH:8][C:9]=1[O:15][CH2:16][CH2:17][CH2:18][O:19][CH3:20], predict the reactants needed to synthesize it. The reactants are: [CH3:1][O:2][CH2:3][C:4]([CH3:25])([CH3:24])[CH:5]([NH:21][CH:22]=O)[CH2:6][C:7]1[CH:12]=[CH:11][C:10]([O:13][CH3:14])=[C:9]([O:15][CH2:16][CH2:17][CH2:18][O:19][CH3:20])[CH:8]=1.O=P(Cl)(Cl)Cl.